This data is from Reaction yield outcomes from USPTO patents with 853,638 reactions. The task is: Predict the reaction yield, written as a fraction of the theoretical maximum amount of product (1.0 means a 100% yield; for example, 0.34 means a 34% yield). The reactants are [F:1][C:2]1[CH:7]=[CH:6][C:5]([C:8]2[N:17]=[C:16]([C:18](O)=[O:19])[C:15]3[C:10](=[CH:11][CH:12]=[CH:13][CH:14]=3)[N:9]=2)=[CH:4][CH:3]=1.Cl.[CH3:22][O:23][C:24]1[CH:25]=[C:26]2[C:31](=[CH:32][CH:33]=1)[CH2:30][NH:29][CH2:28][CH2:27]2. No catalyst specified. The product is [F:1][C:2]1[CH:7]=[CH:6][C:5]([C:8]2[N:17]=[C:16]([C:18]([N:29]3[CH2:28][CH2:27][C:26]4[C:31](=[CH:32][CH:33]=[C:24]([O:23][CH3:22])[CH:25]=4)[CH2:30]3)=[O:19])[C:15]3[C:10](=[CH:11][CH:12]=[CH:13][CH:14]=3)[N:9]=2)=[CH:4][CH:3]=1. The yield is 0.235.